This data is from Blood-brain barrier permeability classification from the B3DB database. The task is: Regression/Classification. Given a drug SMILES string, predict its absorption, distribution, metabolism, or excretion properties. Task type varies by dataset: regression for continuous measurements (e.g., permeability, clearance, half-life) or binary classification for categorical outcomes (e.g., BBB penetration, CYP inhibition). Dataset: b3db_classification. (1) The compound is O=C(CCCN1CCN2Cc3[nH]c4ccccc4c3CC2C1)c1ccc(F)cc1. The result is 1 (penetrates BBB). (2) The molecule is O=c1[nH]c2cc(Cl)ccc2o1. The result is 1 (penetrates BBB). (3) The drug is F/C=C/O/C=C/F. The result is 1 (penetrates BBB). (4) The drug is Brc1cccc(Br)c1NC1=NCCN1. The result is 1 (penetrates BBB). (5) The compound is CC(=O)O[C@H]1C[C@@H]2CC[C@@H]3[C@H](CC[C@@]4(C)[C@H]3C[C@H](N3CC[N+](C)(C)CC3)[C@@H]4OC(C)=O)[C@@]2(C)C[C@@H]1N1CC[N+](C)(C)CC1. The result is 0 (does not penetrate BBB). (6) The drug is O=C(Cc1ccc(Cl)c(Cl)c1)N1CCc2ccsc2C1CN1CCCC1. The result is 1 (penetrates BBB). (7) The drug is CN(C)CC=C(c1ccc(Br)cc1)c1cccnc1. The result is 1 (penetrates BBB). (8) The compound is COc1cc(C)c2c(Oc3cccc(C(F)(F)F)c3)c(OC)cc(NC(C)CCCN)c2n1. The result is 0 (does not penetrate BBB). (9) The molecule is C=C1/C(=C/C=C2\CCCC3(C)C2CCC3C(C)/C=C/C(O)C2CC2)CC(O)CC1O. The result is 0 (does not penetrate BBB). (10) The compound is CC1(C)S[C@@H]2[C@@H](NC(=O)C3(N)CCCCC3)C(=O)N2[C@@H]1C(=O)O. The result is 0 (does not penetrate BBB).